This data is from Forward reaction prediction with 1.9M reactions from USPTO patents (1976-2016). The task is: Predict the product of the given reaction. (1) Given the reactants [CH3:1][C:2]1(C)[CH2:7]CCC(C)(C)N1.C([Li])CCC.[Cl:16][C:17]1[CH:25]=[CH:24][C:20]([C:21]([OH:23])=[O:22])=[CH:19][N:18]=1.CC(C)=O, predict the reaction product. The product is: [Cl:16][C:17]1[N:18]=[CH:19][C:20]2[C:21](=[O:23])[O:22][C:2]([CH3:7])([CH3:1])[C:24]=2[CH:25]=1. (2) Given the reactants C([O-])([O-])=O.[K+].[K+].C1OCCOCCOCCOCCOCCOC1.COC(=O)[CH2:28][C:29]([N:31]([CH2:38][C:39]1[CH:44]=[CH:43][C:42]([O:45][CH3:46])=[CH:41][CH:40]=1)[CH2:32][CH2:33][C:34]([O:36]C)=O)=[O:30].Cl, predict the reaction product. The product is: [CH3:46][O:45][C:42]1[CH:41]=[CH:40][C:39]([CH2:38][N:31]2[CH2:32][CH2:33][C:34](=[O:36])[CH2:28][C:29]2=[O:30])=[CH:44][CH:43]=1. (3) Given the reactants [CH2:1]([O:8][C:9]([N:11]([CH2:16][C:17](=O)[CH3:18])[CH2:12][C:13]([OH:15])=[O:14])=[O:10])[C:2]1[CH:7]=[CH:6][CH:5]=[CH:4][CH:3]=1.Cl.CN.C[CH2:24][N:25](CC)CC.C(O)(=O)C.C(O[BH-](OC(=O)C)OC(=O)C)(=O)C.[Na+], predict the reaction product. The product is: [CH2:1]([O:8][C:9]([N:11]([CH2:16][CH:17]([NH:25][CH3:24])[CH3:18])[CH2:12][C:13]([OH:15])=[O:14])=[O:10])[C:2]1[CH:7]=[CH:6][CH:5]=[CH:4][CH:3]=1. (4) The product is: [Cl:1][C:2]1[CH:19]=[C:18]([CH2:20][C:21]([OH:26])=[O:22])[CH:17]=[C:16]([Cl:23])[C:3]=1[O:4][C:5]1[CH:6]=[C:7]([CH:13]([CH3:15])[CH3:14])[C:8](=[O:12])[N:9]([CH3:11])[N:10]=1. Given the reactants [Cl:1][C:2]1[CH:19]=[C:18]([CH2:20][CH2:21][OH:22])[CH:17]=[C:16]([Cl:23])[C:3]=1[O:4][C:5]1[CH:6]=[C:7]([CH:13]([CH3:15])[CH3:14])[C:8](=[O:12])[N:9]([CH3:11])[N:10]=1.CC(C)=[O:26].OS(O)(=O)=O.O=[Cr](=O)=O, predict the reaction product.